From a dataset of Reaction yield outcomes from USPTO patents with 853,638 reactions. Predict the reaction yield, written as a fraction of the theoretical maximum amount of product (1.0 means a 100% yield; for example, 0.34 means a 34% yield). (1) The reactants are [N:1]1[O:2][N:3]=[C:4]2[CH:9]=[C:8]([C:10]([OH:12])=O)[CH:7]=[CH:6][C:5]=12.CN([C:16]([O:20][N:21]1N=NC2C=CC=N[C:22]1=2)=[N+](C)C)C.F[P-](F)(F)(F)(F)F.CN. The catalyst is C(Cl)Cl.O. The product is [CH3:16][O:20][N:21]([CH3:22])[C:10]([C:8]1[CH:7]=[CH:6][C:5]2=[N:1][O:2][N:3]=[C:4]2[CH:9]=1)=[O:12]. The yield is 0.790. (2) The reactants are [F:1][C:2]1[CH:3]=[C:4]([NH:28][C:29]([C:31]2[C:32](=[O:44])[N:33]([C:37]3[CH:42]=[CH:41][C:40]([F:43])=[CH:39][CH:38]=3)[N:34]=[CH:35][CH:36]=2)=[O:30])[CH:5]=[CH:6][C:7]=1[O:8][C:9]1[CH:14]=[CH:13][N:12]=[C:11]2[N:15]([CH2:19][C:20]3[CH:25]=[CH:24][C:23]([O:26][CH3:27])=[CH:22][CH:21]=3)[N:16]=[C:17](I)[C:10]=12.[CH3:45][N:46]1[CH:50]=[C:49](B2OC(C)(C)C(C)(C)O2)[CH:48]=[N:47]1.C1(P(C2CCCCC2)C2CCCCC2)CCCCC1.[F-].[Cs+]. The catalyst is CC([O-])=O.CC([O-])=O.[Pd+2].CC#N. The product is [F:1][C:2]1[CH:3]=[C:4]([NH:28][C:29]([C:31]2[C:32](=[O:44])[N:33]([C:37]3[CH:42]=[CH:41][C:40]([F:43])=[CH:39][CH:38]=3)[N:34]=[CH:35][CH:36]=2)=[O:30])[CH:5]=[CH:6][C:7]=1[O:8][C:9]1[CH:14]=[CH:13][N:12]=[C:11]2[N:15]([CH2:19][C:20]3[CH:25]=[CH:24][C:23]([O:26][CH3:27])=[CH:22][CH:21]=3)[N:16]=[C:17]([C:49]3[CH:48]=[N:47][N:46]([CH3:45])[CH:50]=3)[C:10]=12. The yield is 0.509. (3) The product is [Br:21][C:9]1[C:10]2[C:5](=[CH:4][C:3]([O:2][CH3:1])=[CH:12][CH:11]=2)[CH:6]=[CH:7][C:8]=1[OH:13]. The catalyst is CN(C=O)C. The reactants are [CH3:1][O:2][C:3]1[CH:4]=[C:5]2[C:10](=[CH:11][CH:12]=1)[CH:9]=[C:8]([OH:13])[CH:7]=[CH:6]2.C1C(=O)N([Br:21])C(=O)C1.O. The yield is 0.870. (4) The reactants are [CH:1]1([CH2:4][O:5][C:6]2[CH:11]=[CH:10][C:9]([S:12]([CH3:15])(=[O:14])=[O:13])=[CH:8][C:7]=2[C:16]2[CH:17]=[CH:18][C:19](=[O:23])[N:20]([CH3:22])[CH:21]=2)[CH2:3][CH2:2]1.[I:24]N1C(=O)CCC1=O. The catalyst is CN(C=O)C. The product is [CH:1]1([CH2:4][O:5][C:6]2[CH:11]=[CH:10][C:9]([S:12]([CH3:15])(=[O:14])=[O:13])=[CH:8][C:7]=2[C:16]2[CH:17]=[C:18]([I:24])[C:19](=[O:23])[N:20]([CH3:22])[CH:21]=2)[CH2:3][CH2:2]1. The yield is 0.910. (5) The reactants are [C:1]([O:5][C:6](=[O:31])[NH:7][C@@H:8]([CH2:28][CH:29]=O)[CH2:9][O:10][Si:11]([C:24]([CH3:27])([CH3:26])[CH3:25])([C:18]1[CH:23]=[CH:22][CH:21]=[CH:20][CH:19]=1)[C:12]1[CH:17]=[CH:16][CH:15]=[CH:14][CH:13]=1)([CH3:4])([CH3:3])[CH3:2].[CH2:32]([NH2:39])[C:33]1[CH:38]=[CH:37][CH:36]=[CH:35][CH:34]=1.[Na]. The catalyst is ClCCCl. The product is [C:1]([O:5][C:6](=[O:31])[NH:7][C@@H:8]([CH2:28][CH2:29][NH:39][CH2:32][C:33]1[CH:38]=[CH:37][CH:36]=[CH:35][CH:34]=1)[CH2:9][O:10][Si:11]([C:24]([CH3:26])([CH3:27])[CH3:25])([C:18]1[CH:19]=[CH:20][CH:21]=[CH:22][CH:23]=1)[C:12]1[CH:13]=[CH:14][CH:15]=[CH:16][CH:17]=1)([CH3:3])([CH3:2])[CH3:4]. The yield is 0.440. (6) The yield is 0.950. The product is [F:22][C:19]1[CH:20]=[CH:21][C:16]2[O:15][CH2:14][C:13](=[O:23])[N:12]([CH2:11][C@H:10]([CH3:24])[CH2:9][OH:8])[C:17]=2[CH:18]=1. The catalyst is CCCCCCC.CCOC(C)=O. The reactants are [Si]([O:8][CH2:9][C@@H:10]([CH3:24])[CH2:11][N:12]1[C:17]2[CH:18]=[C:19]([F:22])[CH:20]=[CH:21][C:16]=2[O:15][CH2:14][C:13]1=[O:23])(C(C)(C)C)(C)C.O.[F-].C([N+](CCCC)(CCCC)CCCC)CCC.